This data is from Peptide-MHC class II binding affinity with 134,281 pairs from IEDB. The task is: Regression. Given a peptide amino acid sequence and an MHC pseudo amino acid sequence, predict their binding affinity value. This is MHC class II binding data. The peptide sequence is LPSQAFEYILYNKG. The MHC is HLA-DQA10501-DQB10201 with pseudo-sequence HLA-DQA10501-DQB10201. The binding affinity (normalized) is 0.333.